From a dataset of Catalyst prediction with 721,799 reactions and 888 catalyst types from USPTO. Predict which catalyst facilitates the given reaction. (1) Reactant: [F:1][C:2]1[CH:7]=[CH:6][C:5]([B:8]([OH:10])[OH:9])=[CH:4][C:3]=1[OH:11].O[C:13]([C:16](O)([CH3:18])[CH3:17])([CH3:15])[CH3:14]. Product: [F:1][C:2]1[CH:7]=[CH:6][C:5]([B:8]2[O:9][C:16]([CH3:18])([CH3:17])[C:13]([CH3:15])([CH3:14])[O:10]2)=[CH:4][C:3]=1[OH:11]. The catalyst class is: 28. (2) Reactant: Cl.O1CCOC[CH2:3]1.[Cl:8][C:9]1[CH:17]=[C:16]([CH3:18])[CH:15]=[CH:14][C:10]=1[C:11]([OH:13])=[O:12]. Product: [CH3:3][O:12][C:11](=[O:13])[C:10]1[CH:14]=[CH:15][C:16]([CH3:18])=[CH:17][C:9]=1[Cl:8]. The catalyst class is: 5. (3) Reactant: [O:1]1[CH:5]=[CH:4][CH:3]=[C:2]1[CH2:6][N:7]([CH2:20][C:21]1[CH:26]=[CH:25][C:24]([S:27][C:28]([CH3:37])([CH3:36])[C:29]([O:31]C(C)(C)C)=[O:30])=[CH:23][CH:22]=1)[CH2:8][C:9]1[O:10][C:11]([C:14]2[CH:19]=[CH:18][CH:17]=[CH:16][CH:15]=2)=[N:12][N:13]=1. Product: [O:1]1[CH:5]=[CH:4][CH:3]=[C:2]1[CH2:6][N:7]([CH2:20][C:21]1[CH:22]=[CH:23][C:24]([S:27][C:28]([CH3:37])([CH3:36])[C:29]([OH:31])=[O:30])=[CH:25][CH:26]=1)[CH2:8][C:9]1[O:10][C:11]([C:14]2[CH:19]=[CH:18][CH:17]=[CH:16][CH:15]=2)=[N:12][N:13]=1. The catalyst class is: 89. (4) Reactant: Cl.C(OC(N1C2C(=CC=CC=2)C=C1[C:18]1[C:19]([F:30])=[N:20][CH:21]=[C:22]([C:24]2[CH:29]=[CH:28][CH:27]=[CH:26][CH:25]=2)[CH:23]=1)=O)(C)(C)C. Product: [F:30][C:19]1[CH:18]=[CH:23][C:22]([C:24]2[CH:29]=[CH:28][CH:27]=[CH:26][CH:25]=2)=[CH:21][N:20]=1. The catalyst class is: 38. (5) The catalyst class is: 424. Product: [C:24]1([CH:17]([C:18]2[CH:19]=[CH:20][CH:21]=[CH:22][CH:23]=2)[C:14]2[S:13][C:12]([C:10]([NH:9][C@@H:5]([CH2:4][CH2:3][CH2:2][NH:1][C:41](=[NH:51])[C:42]3[CH:47]=[CH:46][CH:45]=[CH:44][CH:43]=3)[C:6]([OH:8])=[O:7])=[O:11])=[CH:16][CH:15]=2)[CH:29]=[CH:28][CH:27]=[CH:26][CH:25]=1.[C:30]([OH:36])([C:32]([F:35])([F:34])[F:33])=[O:31]. Reactant: [NH2:1][CH2:2][CH2:3][CH2:4][C@H:5]([NH:9][C:10]([C:12]1[S:13][C:14]([CH:17]([C:24]2[CH:29]=[CH:28][CH:27]=[CH:26][CH:25]=2)[C:18]2[CH:23]=[CH:22][CH:21]=[CH:20][CH:19]=2)=[CH:15][CH:16]=1)=[O:11])[C:6]([OH:8])=[O:7].[C:30]([OH:36])([C:32]([F:35])([F:34])[F:33])=[O:31].C(O)C.Cl.[C:41](=[NH:51])(OCC)[C:42]1[CH:47]=[CH:46][CH:45]=[CH:44][CH:43]=1. (6) Reactant: FC(F)(F)C(O)=O.[N:8]1([C:14]2[N:19]3[N:20]=[C:21]([C:23]4[CH:28]=[CH:27][CH:26]=[CH:25][CH:24]=4)[CH:22]=[C:18]3[N:17]=[C:16]([NH:29][NH2:30])[CH:15]=2)[CH2:13][CH2:12][O:11][CH2:10][CH2:9]1.[OH:31][C:32]1[CH:33]=[C:34]([CH:37]=[CH:38][CH:39]=1)[CH:35]=O. Product: [OH:31][C:32]1[CH:33]=[C:34]([CH:37]=[CH:38][CH:39]=1)[CH:35]=[N:30][NH:29][C:16]1[CH:15]=[C:14]([N:8]2[CH2:13][CH2:12][O:11][CH2:10][CH2:9]2)[N:19]2[N:20]=[C:21]([C:23]3[CH:28]=[CH:27][CH:26]=[CH:25][CH:24]=3)[CH:22]=[C:18]2[N:17]=1. The catalyst class is: 8. (7) Reactant: [CH3:1][O:2][CH2:3][O:4][C:5]1[CH:14]=[C:13]2[C:8]([C:9](=[O:25])[CH:10]([C:15]3[CH:20]=[CH:19][C:18]([O:21][CH2:22][O:23][CH3:24])=[CH:17][CH:16]=3)[CH2:11][O:12]2)=[CH:7][CH:6]=1.[C:26](=O)([O-])[O-].[K+].[K+].CI.CCCCCC.C(OCC)(=O)C. Product: [CH3:1][O:2][CH2:3][O:4][C:5]1[CH:14]=[C:13]2[C:8]([C:9](=[O:25])[C:10]([C:15]3[CH:20]=[CH:19][C:18]([O:21][CH2:22][O:23][CH3:24])=[CH:17][CH:16]=3)([CH3:26])[CH2:11][O:12]2)=[CH:7][CH:6]=1. The catalyst class is: 372. (8) Reactant: [CH3:1][O:2][C:3](=[O:12])[CH2:4][C:5]1[CH:6]=[N:7][CH:8]=[C:9](Br)[CH:10]=1.C1(P(C2CCCCC2)C2C=CC=CC=2C2C(OC)=CC=CC=2OC)CCCCC1.P([O-])([O-])([O-])=O.[K+].[K+].[K+].[CH2:50]([C:52]([C:71]1[CH:76]=[CH:75][C:74](/[CH:77]=[CH:78]/[C:79]2([OH:85])[CH2:84][CH2:83][O:82][CH2:81][CH2:80]2)=[C:73]([CH3:86])[CH:72]=1)([C:55]1[CH:60]=[CH:59][C:58](B2OC(C)(C)C(C)(C)O2)=[C:57]([CH3:70])[CH:56]=1)[CH2:53][CH3:54])[CH3:51].C(=O)(O)[O-].[Na+]. The catalyst class is: 493. Product: [CH3:1][O:2][C:3](=[O:12])[CH2:4][C:5]1[CH:6]=[N:7][CH:8]=[C:9]([C:58]2[CH:59]=[CH:60][C:55]([C:52]([CH2:53][CH3:54])([C:71]3[CH:76]=[CH:75][C:74](/[CH:77]=[CH:78]/[C:79]4([OH:85])[CH2:84][CH2:83][O:82][CH2:81][CH2:80]4)=[C:73]([CH3:86])[CH:72]=3)[CH2:50][CH3:51])=[CH:56][C:57]=2[CH3:70])[CH:10]=1. (9) Reactant: Cl[CH2:2][C:3]1[CH:22]=[CH:21][C:6]([O:7][CH2:8][C:9]2[N:10]=[C:11]([C:15]3[CH:20]=[CH:19][CH:18]=[CH:17][CH:16]=3)[O:12][C:13]=2[CH3:14])=[CH:5][CH:4]=1.[OH:23][C:24]1[CH:25]=[C:26]([C:30]([O:32][CH3:33])=[O:31])[CH:27]=[N:28][CH:29]=1.CN(C)C=O.[H-].[Na+]. Product: [CH3:14][C:13]1[O:12][C:11]([C:15]2[CH:20]=[CH:19][CH:18]=[CH:17][CH:16]=2)=[N:10][C:9]=1[CH2:8][O:7][C:6]1[CH:21]=[CH:22][C:3]([CH2:2][O:23][C:24]2[CH:25]=[C:26]([C:30]([O:32][CH3:33])=[O:31])[CH:27]=[N:28][CH:29]=2)=[CH:4][CH:5]=1. The catalyst class is: 6.